Dataset: Full USPTO retrosynthesis dataset with 1.9M reactions from patents (1976-2016). Task: Predict the reactants needed to synthesize the given product. Given the product [Cl:1][C:2]1[N:7]=[CH:6][C:5]2[C@:8]3([C@H:36]([CH2:37][C:38]([CH3:41])([CH3:40])[CH3:39])[N:18]4[C@H:19]([CH2:34][OH:35])[N:20]([C:23]5[CH:31]=[CH:30][C:26]([C:27]([NH2:29])=[O:28])=[CH:25][C:24]=5[O:32][CH3:33])[C:21](=[O:22])[C@H:17]4[C@@H:16]3[C:42]3[CH:47]=[CH:46][CH:45]=[C:44]([Cl:48])[C:43]=3[F:49])[C:9](=[O:15])[NH:10][C:4]=2[CH:3]=1, predict the reactants needed to synthesize it. The reactants are: [Cl:1][C:2]1[N:7]=[CH:6][C:5]2[C@:8]3([C@H:36]([CH2:37][C:38]([CH3:41])([CH3:40])[CH3:39])[N:18]4[C@H:19]([CH2:34][OH:35])[N:20]([C:23]5[CH:31]=[CH:30][C:26]([C:27]([NH2:29])=[O:28])=[CH:25][C:24]=5[O:32][CH3:33])[C:21](=[O:22])[C@H:17]4[C@@H:16]3[C:42]3[CH:47]=[CH:46][CH:45]=[C:44]([Cl:48])[C:43]=3[F:49])[C:9](=[O:15])[N:10](C(O)CO)[C:4]=2[CH:3]=1.CCO.[OH-].[Na+].